From a dataset of Blood-brain barrier permeability classification from the B3DB database. Regression/Classification. Given a drug SMILES string, predict its absorption, distribution, metabolism, or excretion properties. Task type varies by dataset: regression for continuous measurements (e.g., permeability, clearance, half-life) or binary classification for categorical outcomes (e.g., BBB penetration, CYP inhibition). Dataset: b3db_classification. (1) The compound is O=c1[nH]c2ccc([S+]([O-])CCN3CCC(Cc4ccc(F)cc4)CC3)cc2o1. The result is 1 (penetrates BBB). (2) The compound is COc1cc(OC)cc(N(CCNC(C)C)c2ccc3ncc(-c4cnn(C)c4)nc3c2)c1. The result is 0 (does not penetrate BBB).